Dataset: Full USPTO retrosynthesis dataset with 1.9M reactions from patents (1976-2016). Task: Predict the reactants needed to synthesize the given product. (1) Given the product [F:48][C:36]([F:35])([F:47])[C:37]1[CH:38]=[CH:39][C:40]([S:43]([N:16]2[CH2:15][CH2:14][N:13]3[CH2:25][C@H:10]([O:9][C:6]4[CH:5]=[CH:4][C:3]([C:2]([F:1])([F:27])[F:26])=[CH:8][N:7]=4)[CH2:11][C@H:12]3[CH2:17]2)(=[O:45])=[O:44])=[CH:41][CH:42]=1, predict the reactants needed to synthesize it. The reactants are: [F:1][C:2]([F:27])([F:26])[C:3]1[CH:4]=[CH:5][C:6]([O:9][C@H:10]2[CH2:25][N:13]3[CH2:14][CH2:15][N:16](C(OC(C)(C)C)=O)[CH2:17][C@@H:12]3[CH2:11]2)=[N:7][CH:8]=1.C(N(CC)CC)C.[F:35][C:36]([F:48])([F:47])[C:37]1[CH:42]=[CH:41][C:40]([S:43](Cl)(=[O:45])=[O:44])=[CH:39][CH:38]=1. (2) Given the product [NH2:9][C:10]1[C:11]2[C:18]([C:19]3[CH:20]=[N:21][C:22]4[C:27]([CH:28]=3)=[CH:26][CH:25]=[CH:24][CH:23]=4)=[C:17]([Br:1])[N:16]([CH2:29][C@@H:30]([NH:33][C:34](=[O:40])[O:35][C:36]([CH3:39])([CH3:38])[CH3:37])[CH:31]=[CH2:32])[C:12]=2[N:13]=[CH:14][N:15]=1, predict the reactants needed to synthesize it. The reactants are: [Br:1]N1C(=O)CCC1=O.[NH2:9][C:10]1[C:11]2[C:18]([C:19]3[CH:20]=[N:21][C:22]4[C:27]([CH:28]=3)=[CH:26][CH:25]=[CH:24][CH:23]=4)=[CH:17][N:16]([CH2:29][C@@H:30]([NH:33][C:34](=[O:40])[O:35][C:36]([CH3:39])([CH3:38])[CH3:37])[CH:31]=[CH2:32])[C:12]=2[N:13]=[CH:14][N:15]=1.S([O-])([O-])(=O)=S.[Na+].[Na+].C(OCC)(=O)C. (3) Given the product [ClH:3].[ClH:74].[CH3:99][O:100][C:101]1[CH:102]=[C:103]2[C:108](=[CH:109][CH:110]=1)[N:107]=[C:106]([N:113]1[CH:117]=[CH:116][N:115]=[CH:114]1)[N:105]=[C:104]2[NH:118][CH2:119][CH2:120][O:121][CH3:122], predict the reactants needed to synthesize it. The reactants are: Cl.Cl.[Cl:3]C1C=C2C(=CC=1)N=C(N1C=CN=C1)N=C2NCCOC.Cl.Cl.C(OCCCNC1C2C(=CC=CC=2)N=C(N2C=CN=C2)N=1)C.Cl.[N+](C1C=C2C(=CC=1)N=C(N1C=CN=C1)N=C2NCCOC)([O-])=O.Cl.Cl.[Cl:74]C1C=C2C(=CC=1)N=C(N1C=CN=C1)N=C2NCCOCCO.Cl.Cl.[CH3:99][O:100][C:101]1[CH:102]=[C:103]2[C:108](=[CH:109][C:110]=1OC)[N:107]=[C:106]([N:113]1[CH:117]=[CH:116][N:115]=[CH:114]1)[N:105]=[C:104]2[NH:118][CH2:119][CH2:120][O:121][CH3:122]. (4) Given the product [O:15]1[CH:16]=[CH:17][CH:18]=[C:14]1[C:5]1[N:4]=[C:3]([NH2:19])[C:2]([C:32]#[C:31][Si:28]([CH3:30])([CH3:29])[CH3:27])=[CH:7][C:6]=1[C:8]1[CH:13]=[CH:12][N:11]=[CH:10][N:9]=1, predict the reactants needed to synthesize it. The reactants are: Br[C:2]1[C:3]([NH2:19])=[N:4][C:5]([C:14]2[O:15][CH:16]=[CH:17][CH:18]=2)=[C:6]([C:8]2[CH:13]=[CH:12][N:11]=[CH:10][N:9]=2)[CH:7]=1.C(N(CC)CC)C.[CH3:27][Si:28]([C:31]#[CH:32])([CH3:30])[CH3:29]. (5) Given the product [CH3:37][O:36][C:34](=[O:35])[C:33]1[CH:32]=[CH:31][C:30]([O:8][C:6]2[CH:5]=[CH:4][C:3]([CH:9]([CH3:26])[C:10]([C:16]3[CH:17]=[C:18]([CH3:25])[C:19]([C:20]#[N:21])=[C:22]([CH3:24])[CH:23]=3)([OH:15])[C:11]([F:14])([F:12])[F:13])=[C:2]([Cl:1])[CH:7]=2)=[CH:29][C:28]=1[Cl:27], predict the reactants needed to synthesize it. The reactants are: [Cl:1][C:2]1[CH:7]=[C:6]([OH:8])[CH:5]=[CH:4][C:3]=1[CH:9]([CH3:26])[C:10]([C:16]1[CH:23]=[C:22]([CH3:24])[C:19]([C:20]#[N:21])=[C:18]([CH3:25])[CH:17]=1)([OH:15])[C:11]([F:14])([F:13])[F:12].[Cl:27][C:28]1[CH:29]=[C:30](B(O)O)[CH:31]=[CH:32][C:33]=1[C:34]([O:36][CH3:37])=[O:35].